This data is from Retrosynthesis with 50K atom-mapped reactions and 10 reaction types from USPTO. The task is: Predict the reactants needed to synthesize the given product. Given the product CCN1C(=O)C(C)(C)c2cc3[nH]c(-c4n[nH]cc4NC(=O)COc4ccccc4)nc3cc21, predict the reactants needed to synthesize it. The reactants are: CCN1C(=O)C(C)(C)c2cc3[nH]c(-c4n[nH]cc4N)nc3cc21.O=C(Cl)COc1ccccc1.